From a dataset of Forward reaction prediction with 1.9M reactions from USPTO patents (1976-2016). Predict the product of the given reaction. (1) Given the reactants [OH:1][C:2]([C:12]1[S:13][CH:14]=[CH:15][CH:16]=1)([C:7]1[S:8][CH:9]=[CH:10][CH:11]=1)[C:3]([O:5][CH3:6])=[O:4].O[C@H]1[CH2:23][CH2:22][C@H:21]([N:24]([CH3:32])[C:25](=[O:31])[O:26][C:27]([CH3:30])([CH3:29])[CH3:28])[CH2:20][CH2:19]1.[H-].[Na+], predict the reaction product. The product is: [OH:1][C:2]([C:7]1[S:8][CH:9]=[CH:10][CH:11]=1)([C:12]1[S:13][CH:14]=[CH:15][CH:16]=1)[C:3]([O:5][C@H:6]1[CH2:23][CH2:22][C@H:21]([N:24]([C:25]([O:26][C:27]([CH3:29])([CH3:28])[CH3:30])=[O:31])[CH3:32])[CH2:20][CH2:19]1)=[O:4]. (2) Given the reactants [CH3:1][S:2]([CH2:5][CH2:6][CH2:7][O:8][C:9]1[CH:14]=[CH:13][C:12]([C:15]2[CH:20]=[CH:19][CH:18]=[C:17]([CH2:21]O)[CH:16]=2)=[CH:11][C:10]=1[C:23]([F:26])([F:25])[F:24])(=[O:4])=[O:3].P(Br)(Br)[Br:28], predict the reaction product. The product is: [Br:28][CH2:21][C:17]1[CH:16]=[C:15]([C:12]2[CH:13]=[CH:14][C:9]([O:8][CH2:7][CH2:6][CH2:5][S:2]([CH3:1])(=[O:4])=[O:3])=[C:10]([C:23]([F:26])([F:25])[F:24])[CH:11]=2)[CH:20]=[CH:19][CH:18]=1. (3) Given the reactants [CH3:1][C:2]1[NH:7][C:6](=[O:8])[C:5]([C:9]#[N:10])=[C:4]([CH:11]([CH3:13])[CH3:12])[CH:3]=1.[B-](F)(F)(F)[F:15].[B-](F)(F)(F)F.C1[N+]2(CCl)CC[N+](F)(CC2)C1, predict the reaction product. The product is: [F:15][C:3]1[C:4]([CH:11]([CH3:13])[CH3:12])=[C:5]([C:9]#[N:10])[C:6](=[O:8])[NH:7][C:2]=1[CH3:1]. (4) Given the reactants [Cl:1][C:2]1[CH:3]=[C:4]2[C:9](=[CH:10][C:11]=1[OH:12])[NH:8][C:7](=[O:13])[C:6]([CH:14]=O)=[CH:5]2.[NH2:16][C:17]1[CH:24]=[CH:23][C:20]([C:21]#[N:22])=[C:19]([O:25][CH3:26])[CH:18]=1.C(O)(=O)C.C(O[BH-](OC(=O)C)OC(=O)C)(=O)C.[Na+], predict the reaction product. The product is: [Cl:1][C:2]1[CH:3]=[C:4]2[C:9](=[CH:10][C:11]=1[OH:12])[NH:8][C:7](=[O:13])[C:6]([CH2:14][NH:16][C:17]1[CH:24]=[CH:23][C:20]([C:21]#[N:22])=[C:19]([O:25][CH3:26])[CH:18]=1)=[CH:5]2. (5) Given the reactants [Li+].C[Si]([N-][Si](C)(C)C)(C)C.CC1C=CC(S(O[C@H:22]([CH2:34][CH2:35][O:36][CH2:37][C:38]2[CH:43]=[CH:42][CH:41]=[CH:40][CH:39]=2)[CH2:23][CH:24]([C:27]2[CH:32]=[CH:31][CH:30]=[C:29]([Cl:33])[CH:28]=2)[C:25]#[N:26])(=O)=O)=CC=1.O, predict the reaction product. The product is: [Cl:33][C:29]1[CH:28]=[C:27]([C@@:24]2([C:25]#[N:26])[CH2:23][C@@H:22]2[CH2:34][CH2:35][O:36][CH2:37][C:38]2[CH:39]=[CH:40][CH:41]=[CH:42][CH:43]=2)[CH:32]=[CH:31][CH:30]=1. (6) Given the reactants [NH2:1][C:2]1[N:7]=[CH:6][C:5](/[C:8](=[CH:18]\[CH:19]2[CH2:23][CH2:22][CH2:21][CH2:20]2)/[C:9]([NH:11][C:12]2[S:13][C:14]([Cl:17])=[CH:15][N:16]=2)=[O:10])=[CH:4][CH:3]=1.N1C=CC=CC=1.[CH3:30][S:31](Cl)(=[O:33])=[O:32], predict the reaction product. The product is: [Cl:17][C:14]1[S:13][C:12]([NH:11][C:9](=[O:10])/[C:8](/[C:5]2[CH:6]=[N:7][C:2]([NH:1][S:31]([CH3:30])(=[O:33])=[O:32])=[CH:3][CH:4]=2)=[CH:18]/[CH:19]2[CH2:23][CH2:22][CH2:21][CH2:20]2)=[N:16][CH:15]=1. (7) Given the reactants Br[CH2:2][C:3](=[O:8])[C:4]([CH3:7])([CH3:6])[CH3:5].[C:9]([C:11]1([C:17]2[N:22]=[CH:21][C:20]([NH:23][C:24]([C:26]3[CH:27]=[N:28][N:29]([C:32]4[CH:37]=[CH:36][C:35]([C:38]([F:41])([F:40])[F:39])=[CH:34][N:33]=4)[C:30]=3[CH3:31])=[O:25])=[CH:19][CH:18]=2)[CH2:16][CH2:15][NH:14][CH2:13][CH2:12]1)#[N:10].C(=O)([O-])[O-].[K+].[K+].O, predict the reaction product. The product is: [C:9]([C:11]1([C:17]2[N:22]=[CH:21][C:20]([NH:23][C:24]([C:26]3[CH:27]=[N:28][N:29]([C:32]4[CH:37]=[CH:36][C:35]([C:38]([F:41])([F:40])[F:39])=[CH:34][N:33]=4)[C:30]=3[CH3:31])=[O:25])=[CH:19][CH:18]=2)[CH2:12][CH2:13][N:14]([CH2:2][C:3](=[O:8])[C:4]([CH3:7])([CH3:6])[CH3:5])[CH2:15][CH2:16]1)#[N:10].